Dataset: Forward reaction prediction with 1.9M reactions from USPTO patents (1976-2016). Task: Predict the product of the given reaction. (1) Given the reactants Br[CH2:2][CH2:3][CH2:4][CH2:5][CH2:6][CH2:7][C:8]1[C:14]2[CH:15]=[CH:16][C:17]([OH:19])=[CH:18][C:13]=2[CH2:12][CH2:11][CH2:10][C:9]=1[C:20]1[CH:25]=[CH:24][CH:23]=[CH:22][CH:21]=1.[CH3:26][NH:27][CH2:28][CH2:29][CH2:30][S:31]([CH2:33][CH2:34][C:35]([F:38])([F:37])[F:36])=[O:32], predict the reaction product. The product is: [CH3:26][N:27]([CH2:28][CH2:29][CH2:30][S:31]([CH2:33][CH2:34][C:35]([F:37])([F:38])[F:36])=[O:32])[CH2:2][CH2:3][CH2:4][CH2:5][CH2:6][CH2:7][C:8]1[C:14]2[CH:15]=[CH:16][C:17]([OH:19])=[CH:18][C:13]=2[CH2:12][CH2:11][CH2:10][C:9]=1[C:20]1[CH:25]=[CH:24][CH:23]=[CH:22][CH:21]=1. (2) Given the reactants [B:1]([O:6][CH3:7])([O:4][CH3:5])[O:2][CH3:3].C(OCCOCCO)(=O)C(C)=C.COCCOCCOCCO, predict the reaction product. The product is: [B:1]([OH:6])([OH:4])[OH:2].[B:1]([O:6][CH3:7])([O:4][CH3:5])[O:2][CH3:3]. (3) The product is: [F:35][C:34]([F:37])([F:36])[C:32]([OH:38])=[O:33].[CH3:1][CH:2]1[CH2:7][CH2:6][N:5]([C:8]2[CH:13]=[CH:12][CH:11]=[CH:10][C:9]=2[NH:14][C:15]([C:17]2[NH:18][CH:19]=[C:20]([C:22]#[N:23])[N:21]=2)=[O:16])[CH2:4][CH2:3]1. Given the reactants [CH3:1][CH:2]1[CH2:7][CH2:6][N:5]([C:8]2[CH:13]=[CH:12][CH:11]=[CH:10][C:9]=2[NH:14][C:15]([C:17]2[N:18](COCC[Si](C)(C)C)[CH:19]=[C:20]([C:22]#[N:23])[N:21]=2)=[O:16])[CH2:4][CH2:3]1.[C:32]([OH:38])([C:34]([F:37])([F:36])[F:35])=[O:33], predict the reaction product. (4) Given the reactants [NH2:1][C:2]1[N:7]=[CH:6][C:5]([CH2:8][C:9]([O:11][C:12]([CH3:15])([CH3:14])[CH3:13])=[O:10])=[CH:4][C:3]=1[F:16].FC(F)(F)C(O[Si](C)(C)C)=O.[CH:28](OCC)(OCC)OCC.[N:38]([Si](C)(C)C)=[N+:39]=[N-:40], predict the reaction product. The product is: [F:16][C:3]1[CH:4]=[C:5]([CH2:8][C:9]([O:11][C:12]([CH3:13])([CH3:15])[CH3:14])=[O:10])[CH:6]=[N:7][C:2]=1[N:1]1[CH:28]=[N:38][N:39]=[N:40]1.